Dataset: Forward reaction prediction with 1.9M reactions from USPTO patents (1976-2016). Task: Predict the product of the given reaction. (1) Given the reactants [CH3:1][C:2]1[O:6][N:5]=[C:4]([C:7]2[CH:12]=[CH:11][CH:10]=[CH:9][CH:8]=2)[C:3]=1[CH2:13][O:14][C:15]1[N:20]=[CH:19][C:18]([NH2:21])=[CH:17][CH:16]=1.C(N(CC)CC)C.[C:29](Cl)(=[O:31])[CH3:30], predict the reaction product. The product is: [CH3:1][C:2]1[O:6][N:5]=[C:4]([C:7]2[CH:12]=[CH:11][CH:10]=[CH:9][CH:8]=2)[C:3]=1[CH2:13][O:14][C:15]1[N:20]=[CH:19][C:18]([NH:21][C:29](=[O:31])[CH3:30])=[CH:17][CH:16]=1. (2) Given the reactants [NH2:1][CH:2]1[CH2:7][CH2:6][O:5][CH2:4][CH2:3]1.C[Al](C)C.[CH3:12][C:13]1[N:14]=[C:15]([CH2:21][CH2:22][C:23]2[C:24]([C:29]3[CH:34]=[CH:33][CH:32]=[CH:31][CH:30]=3)=[N:25][O:26][C:27]=2[CH3:28])[S:16][C:17]=1[C:18](O)=[O:19], predict the reaction product. The product is: [O:5]1[CH2:6][CH2:7][CH:2]([NH:1][C:18]([C:17]2[S:16][C:15]([CH2:21][CH2:22][C:23]3[C:24]([C:29]4[CH:34]=[CH:33][CH:32]=[CH:31][CH:30]=4)=[N:25][O:26][C:27]=3[CH3:28])=[N:14][C:13]=2[CH3:12])=[O:19])[CH2:3][CH2:4]1. (3) The product is: [OH:1][CH2:2][C@:3]12[CH2:37][CH2:36][C@@H:35]([CH:38]([CH3:40])[CH3:39])[C@@H:4]1[C@@H:5]1[C@@:18]([CH3:21])([CH2:19][CH2:20]2)[C@@:17]2([CH3:22])[C@@H:8]([C@:9]3([CH3:34])[C@@H:14]([CH2:15][CH2:16]2)[C:13]([CH3:24])([CH3:23])[C:12]([C:25]2[CH:33]=[CH:32][C:28]([C:29]([OH:31])=[O:30])=[CH:27][CH:26]=2)=[CH:11][CH2:10]3)[CH2:7][CH2:6]1. Given the reactants [OH:1][CH2:2][C@:3]12[CH2:37][CH2:36][C@@H:35]([C:38]([CH3:40])=[CH2:39])[C@@H:4]1[C@@H:5]1[C@@:18]([CH3:21])([CH2:19][CH2:20]2)[C@@:17]2([CH3:22])[C@@H:8]([C@:9]3([CH3:34])[C@@H:14]([CH2:15][CH2:16]2)[C:13]([CH3:24])([CH3:23])[C:12]([C:25]2[CH:33]=[CH:32][C:28]([C:29]([OH:31])=[O:30])=[CH:27][CH:26]=2)=[CH:11][CH2:10]3)[CH2:7][CH2:6]1, predict the reaction product. (4) The product is: [CH2:30]([N:3]([CH2:1][CH3:2])[C:4](=[O:29])[CH:5]([N:12]1[CH2:13][CH2:14][N:15]([C:18]2[CH:23]=[CH:22][C:21]([C:24]3[O:25][C:32]([CH2:33][CH3:34])=[N:27][N:26]=3)=[CH:20][C:19]=2[F:28])[CH2:16][CH2:17]1)[C:6]1[CH:11]=[CH:10][CH:9]=[CH:8][CH:7]=1)[CH3:31]. Given the reactants [CH2:1]([N:3]([CH2:30][CH3:31])[C:4](=[O:29])[CH:5]([N:12]1[CH2:17][CH2:16][N:15]([C:18]2[CH:23]=[CH:22][C:21]([C:24]([NH:26][NH2:27])=[O:25])=[CH:20][C:19]=2[F:28])[CH2:14][CH2:13]1)[C:6]1[CH:11]=[CH:10][CH:9]=[CH:8][CH:7]=1)[CH3:2].[C:32](Cl)(=O)[CH2:33][CH3:34], predict the reaction product. (5) Given the reactants [Br:1][C:2]1[CH:7]=[N:6][C:5]([O:8]C)=[C:4]2[N:10]([S:18]([C:21]3[CH:27]=[CH:26][C:24]([CH3:25])=[CH:23][CH:22]=3)(=[O:20])=[O:19])[C:11]([C:13]([O:15][CH2:16][CH3:17])=[O:14])=[CH:12][C:3]=12.[I-].[Na+].Cl[Si](C)(C)C.O, predict the reaction product. The product is: [Br:1][C:2]1[C:3]2[CH:12]=[C:11]([C:13]([O:15][CH2:16][CH3:17])=[O:14])[N:10]([S:18]([C:21]3[CH:22]=[CH:23][C:24]([CH3:25])=[CH:26][CH:27]=3)(=[O:20])=[O:19])[C:4]=2[C:5](=[O:8])[NH:6][CH:7]=1.